From a dataset of Forward reaction prediction with 1.9M reactions from USPTO patents (1976-2016). Predict the product of the given reaction. (1) Given the reactants [NH2:1][C:2]1[CH:6]=[C:5]([C:7]([O:9][CH3:10])=[O:8])[N:4]([CH3:11])[N:3]=1.Cl.Br[C:14]1[C:15]2[N:16]([CH:21]=[CH:22][N:23]=2)[CH:17]=[C:18]([Cl:20])[CH:19]=1.C1(P(C2C=CC=CC=2)C2C=CC3C(=CC=CC=3)C=2C2C3C(=CC=CC=3)C=CC=2P(C2C=CC=CC=2)C2C=CC=CC=2)C=CC=CC=1.C(=O)([O-])[O-].[Cs+].[Cs+], predict the reaction product. The product is: [Cl:20][C:18]1[CH:19]=[C:14]([NH:1][C:2]2[CH:6]=[C:5]([C:7]([O:9][CH3:10])=[O:8])[N:4]([CH3:11])[N:3]=2)[C:15]2[N:16]([CH:21]=[CH:22][N:23]=2)[CH:17]=1. (2) Given the reactants [Cl:1][C:2]1[C:7]([Cl:8])=[C:6]([CH:9]=O)[CH:5]=[CH:4][C:3]=1[C:11]1[CH:16]=[CH:15][C:14]([OH:17])=[CH:13][CH:12]=1.Cl.[NH2:19][OH:20], predict the reaction product. The product is: [Cl:1][C:2]1[C:7]([Cl:8])=[C:6]([CH:9]=[N:19][OH:20])[CH:5]=[CH:4][C:3]=1[C:11]1[CH:16]=[CH:15][C:14]([OH:17])=[CH:13][CH:12]=1. (3) Given the reactants [Cl:1][C:2]1[CH:3]=[C:4]([C@H:9]([CH2:21][CH2:22][N:23]2[CH2:28][CH2:27][CH:26]([N:29]3[CH2:34][CH2:33][CH2:32][NH:31][C:30]3=[O:35])[CH2:25][CH2:24]2)[CH2:10][N:11]([CH3:20])[C:12](=[O:19])[C:13]2[CH:18]=[CH:17][CH:16]=[CH:15][CH:14]=2)[CH:5]=[CH:6][C:7]=1[Cl:8].[C:36]([OH:43])(=[O:42])/[CH:37]=[CH:38]\[C:39]([OH:41])=[O:40], predict the reaction product. The product is: [C:36]([OH:43])(=[O:42])/[CH:37]=[CH:38]\[C:39]([OH:41])=[O:40].[Cl:1][C:2]1[CH:3]=[C:4]([C@H:9]([CH2:21][CH2:22][N:23]2[CH2:24][CH2:25][CH:26]([N:29]3[CH2:34][CH2:33][CH2:32][NH:31][C:30]3=[O:35])[CH2:27][CH2:28]2)[CH2:10][N:11]([CH3:20])[C:12](=[O:19])[C:13]2[CH:14]=[CH:15][CH:16]=[CH:17][CH:18]=2)[CH:5]=[CH:6][C:7]=1[Cl:8]. (4) Given the reactants [OH:1][C@@H:2]1[C@H:6]([OH:7])[C@@H:5]([CH2:8][OH:9])[O:4][C@H:3]1[N:10]1[CH:18]=[N:17][C:16]2[C:11]1=[N:12][C:13]([C:34](OC)=[O:35])=[N:14][C:15]=2[NH:19][CH2:20][CH:21]([C:28]1[CH:33]=[CH:32][CH:31]=[CH:30][CH:29]=1)[C:22]1[CH:27]=[CH:26][CH:25]=[CH:24][CH:23]=1.[NH2:38][CH2:39][CH2:40][C:41]1[CH:46]=[CH:45][CH:44]=[CH:43][N:42]=1, predict the reaction product. The product is: [OH:1][C@@H:2]1[C@H:6]([OH:7])[C@@H:5]([CH2:8][OH:9])[O:4][C@H:3]1[N:10]1[CH:18]=[N:17][C:16]2[C:11]1=[N:12][C:13]([C:34]([NH:38][CH2:39][CH2:40][C:41]1[CH:46]=[CH:45][CH:44]=[CH:43][N:42]=1)=[O:35])=[N:14][C:15]=2[NH:19][CH2:20][CH:21]([C:28]1[CH:29]=[CH:30][CH:31]=[CH:32][CH:33]=1)[C:22]1[CH:23]=[CH:24][CH:25]=[CH:26][CH:27]=1. (5) Given the reactants C([O:3][C:4]([C:6]1[NH:7][C:8]2[C:13]([CH:14]=1)=[CH:12][C:11]([CH2:15][CH2:16][CH2:17][N:18]([CH2:21][CH3:22])[CH2:19][CH3:20])=[CH:10][CH:9]=2)=O)C.[H-].[Al+3].[Li+].[H-].[H-].[H-], predict the reaction product. The product is: [CH2:21]([N:18]([CH2:19][CH3:20])[CH2:17][CH2:16][CH2:15][C:11]1[CH:12]=[C:13]2[C:8](=[CH:9][CH:10]=1)[NH:7][C:6]([CH2:4][OH:3])=[CH:14]2)[CH3:22]. (6) Given the reactants [C:1]([C:3]1[CH:8]=[CH:7][C:6]([NH:9][NH:10]C(OC(C)(C)C)=O)=[CH:5][CH:4]=1)#[N:2].[Cl:18][C:19]1[C:24]([C:25]([N:27]=[C:28]=[O:29])=O)=[C:23]([F:30])[C:22]([CH2:31][NH:32][C:33](=[O:38])[C:34]([CH3:37])([CH3:36])[CH3:35])=[CH:21][CH:20]=1.C(O)(C(F)(F)F)=O, predict the reaction product. The product is: [Cl:18][C:19]1[CH:20]=[CH:21][C:22]([CH2:31][NH:32][C:33](=[O:38])[C:34]([CH3:37])([CH3:36])[CH3:35])=[C:23]([F:30])[C:24]=1[C:25]1[NH:27][C:28](=[O:29])[N:9]([C:6]2[CH:7]=[CH:8][C:3]([C:1]#[N:2])=[CH:4][CH:5]=2)[N:10]=1. (7) Given the reactants [Si]([O:8][CH2:9][CH2:10][S:11][C:12]1[C:13]2[C:23]([NH:24][C:25]3[CH:30]=[CH:29][C:28]([O:31][C:32]4[CH:37]=[CH:36][CH:35]=[C:34]([C:38]([F:41])([F:40])[F:39])[CH:33]=4)=[C:27]([Cl:42])[CH:26]=3)=[N:22][CH:21]=[N:20][C:14]=2[NH:15][CH2:16][CH2:17][C:18]=1[CH3:19])(C(C)(C)C)(C)C.[F-].C([N+](CCCC)(CCCC)CCCC)CCC.O1CCCC1.[Cl-].[NH4+], predict the reaction product. The product is: [ClH:42].[Cl:42][C:27]1[CH:26]=[C:25]([NH:24][C:23]2[C:13]3[C:12]([S:11][CH2:10][CH2:9][OH:8])=[C:18]([CH3:19])[CH2:17][CH2:16][NH:15][C:14]=3[N:20]=[CH:21][N:22]=2)[CH:30]=[CH:29][C:28]=1[O:31][C:32]1[CH:37]=[CH:36][CH:35]=[C:34]([C:38]([F:40])([F:39])[F:41])[CH:33]=1. (8) Given the reactants [NH2:1][C@H:2]1[CH2:3][CH2:2][N:1](CCN2C3C(=CC=C(C#N)C=3)C(C)=CC2=[O:23])C[C@H:3]1[O:23]C.C([N:29](CC)C(C)C)(C)C.O=C1COC2C=CC(C=O)=NC=2N1.[C:48]([O:51][BH-]([O:51][C:48](=[O:50])[CH3:49])[O:51][C:48](=[O:50])[CH3:49])(=[O:50])[CH3:49].[Na+], predict the reaction product. The product is: [OH2:23].[C:2](#[N:1])[CH3:3].[C:48]([O-:51])(=[O:50])[CH3:49].[NH4+:29].